From a dataset of Forward reaction prediction with 1.9M reactions from USPTO patents (1976-2016). Predict the product of the given reaction. (1) Given the reactants C(O[C:4]1(O[Si](C)(C)C)[CH2:6][CH2:5]1)C.[Br:12][C:13]1[CH:14]=[CH:15][C:16]([N:19]2[CH2:24][CH2:23][NH:22][CH2:21][CH2:20]2)=[N:17][CH:18]=1.O.[BH3-]C#N.[Na+], predict the reaction product. The product is: [Br:12][C:13]1[CH:14]=[CH:15][C:16]([N:19]2[CH2:20][CH2:21][N:22]([CH:4]3[CH2:5][CH2:6]3)[CH2:23][CH2:24]2)=[N:17][CH:18]=1. (2) Given the reactants CC(CC)[O-].CC(CC)[O-].CC(CC)[O-].[Al+3].[CH2:17]([C:23]1[CH:24]=[CH:25][C:26]2[CH:27]=[C:28]3[C:41]([C:42](=O)[C:43]=2[CH:44]=1)=[CH:40][C:39]1[C:30]([C:31](=O)[C:32]2[C:37]([CH:38]=1)=[CH:36][CH:35]=[C:34]([CH2:46][CH2:47][CH2:48][CH2:49][CH2:50][CH3:51])[CH:33]=2)=[CH:29]3)[CH2:18][CH2:19][CH2:20][CH2:21][CH3:22], predict the reaction product. The product is: [CH2:17]([C:23]1[CH:24]=[CH:25][C:26]2[C:43](=[CH:42][C:41]3[C:28]([CH:27]=2)=[CH:29][C:30]2[C:39](=[CH:38][C:37]4[C:32]([CH:31]=2)=[CH:33][C:34]([CH2:46][CH2:47][CH2:48][CH2:49][CH2:50][CH3:51])=[CH:35][CH:36]=4)[CH:40]=3)[CH:44]=1)[CH2:18][CH2:19][CH2:20][CH2:21][CH3:22]. (3) Given the reactants [NH2:1][CH2:2][CH2:3][C:4]1([C:18]([O:20]CC)=O)[CH2:9][CH2:8][N:7]([CH2:10][C:11]2[CH:16]=[CH:15][CH:14]=[CH:13][CH:12]=2)[CH2:6][CH:5]1[OH:17], predict the reaction product. The product is: [CH2:10]([N:7]1[CH2:8][CH2:9][C:4]2([C:18](=[O:20])[NH:1][CH2:2][CH2:3]2)[CH:5]([OH:17])[CH2:6]1)[C:11]1[CH:16]=[CH:15][CH:14]=[CH:13][CH:12]=1. (4) Given the reactants [C:1]([O:4][C@@H:5]1[C@@H:10]([O:11][C:12](=[O:14])[CH3:13])[C@H:9]([O:15][C:16](=[O:18])[CH3:17])[C@@H:8]([CH2:19][O:20][C:21](=[O:23])[CH3:22])[O:7][C@H:6]1[O:24][C:25]1[CH:30]=[CH:29][CH:28]=[C:27]([O:31][CH2:32]C(OC)=O)[C:26]=1[C:37](=O)[CH3:38])(=[O:3])[CH3:2].[Br:40][C:41]1[CH:48]=[CH:47][C:44]([CH:45]=O)=[CH:43][CH:42]=1.[OH-].[K+].Cl, predict the reaction product. The product is: [C:1]([O:4][C@@H:5]1[C@@H:10]([O:11][C:12](=[O:14])[CH3:13])[C@H:9]([O:15][C:16](=[O:18])[CH3:17])[C@@H:8]([CH2:19][O:20][C:21](=[O:23])[CH3:22])[O:7][C@H:6]1[O:24][C:25]1[C:26]2[C:37](/[CH:38]=[CH:45]/[C:44]3[CH:47]=[CH:48][C:41]([Br:40])=[CH:42][CH:43]=3)=[CH:32][O:31][C:27]=2[CH:28]=[CH:29][CH:30]=1)(=[O:3])[CH3:2].